This data is from NCI-60 drug combinations with 297,098 pairs across 59 cell lines. The task is: Regression. Given two drug SMILES strings and cell line genomic features, predict the synergy score measuring deviation from expected non-interaction effect. Drug 1: CCN(CC)CCNC(=O)C1=C(NC(=C1C)C=C2C3=C(C=CC(=C3)F)NC2=O)C. Drug 2: CC1=C(C(=O)C2=C(C1=O)N3CC4C(C3(C2COC(=O)N)OC)N4)N. Cell line: SNB-19. Synergy scores: CSS=24.3, Synergy_ZIP=-5.27, Synergy_Bliss=1.55, Synergy_Loewe=-16.2, Synergy_HSA=-0.451.